From a dataset of Catalyst prediction with 721,799 reactions and 888 catalyst types from USPTO. Predict which catalyst facilitates the given reaction. (1) Product: [Cl:8][C:7]1[C:2]([NH:16][NH2:17])=[N:3][CH:4]=[CH:5][C:6]=1[C:9]1[CH:14]=[CH:13][C:12]([CH3:15])=[CH:11][CH:10]=1. The catalyst class is: 1. Reactant: Cl[C:2]1[C:7]([Cl:8])=[C:6]([C:9]2[CH:14]=[CH:13][C:12]([CH3:15])=[CH:11][CH:10]=2)[CH:5]=[CH:4][N:3]=1.[NH2:16][NH2:17]. (2) Reactant: [Br:1][C:2]1[CH:3]=[C:4]2[C:9](=[CH:10][CH:11]=1)[N:8]=[C:7]([Cl:12])[N:6]=[C:5]2Cl.[CH2:14]([OH:21])[C:15]1[CH:20]=[CH:19][CH:18]=[CH:17][CH:16]=1.[H-].[Na+].O. Product: [CH2:14]([O:21][C:5]1[C:4]2[C:9](=[CH:10][CH:11]=[C:2]([Br:1])[CH:3]=2)[N:8]=[C:7]([Cl:12])[N:6]=1)[C:15]1[CH:20]=[CH:19][CH:18]=[CH:17][CH:16]=1. The catalyst class is: 7.